From a dataset of Forward reaction prediction with 1.9M reactions from USPTO patents (1976-2016). Predict the product of the given reaction. (1) The product is: [CH2:1]([O:5][C:6]1[CH:11]=[CH:10][N:9]=[C:8]([CH:12]=[O:13])[CH:7]=1)[CH2:2][CH2:3][CH3:4]. Given the reactants [CH2:1]([O:5][C:6]1[CH:11]=[CH:10][N:9]=[C:8]([CH2:12][OH:13])[CH:7]=1)[CH2:2][CH2:3][CH3:4], predict the reaction product. (2) Given the reactants [CH3:1][C:2]1([CH3:12])[O:6][C:5](=[CH:7][C:8](Cl)=[O:9])[C:4](=[O:11])[O:3]1.[CH3:13][O:14][NH:15][CH2:16][C:17]1[CH:22]=[CH:21][C:20]([C:23]([F:26])([F:25])[F:24])=[CH:19][CH:18]=1, predict the reaction product. The product is: [CH3:1][C:2]1([CH3:12])[O:6][C:5](=[CH:7][C:8]([N:15]([O:14][CH3:13])[CH2:16][C:17]2[CH:18]=[CH:19][C:20]([C:23]([F:24])([F:25])[F:26])=[CH:21][CH:22]=2)=[O:9])[C:4](=[O:11])[O:3]1.